Dataset: Catalyst prediction with 721,799 reactions and 888 catalyst types from USPTO. Task: Predict which catalyst facilitates the given reaction. (1) Reactant: [CH2:1]([N:8]([CH2:17][CH2:18]O)[CH2:9][C:10]([O:12][C:13]([CH3:16])([CH3:15])[CH3:14])=[O:11])[C:2]1[CH:7]=[CH:6][CH:5]=[CH:4][CH:3]=1.C1C=CC(P(C2C=CC=CC=2)C2C=CC=CC=2)=CC=1.C1C(=O)N([Br:46])C(=O)C1. Product: [CH2:1]([N:8]([CH2:17][CH2:18][Br:46])[CH2:9][C:10]([O:12][C:13]([CH3:16])([CH3:15])[CH3:14])=[O:11])[C:2]1[CH:7]=[CH:6][CH:5]=[CH:4][CH:3]=1. The catalyst class is: 158. (2) Reactant: [Cl:1][C:2]1[CH:7]=[C:6]([OH:8])[CH:5]=[CH:4][C:3]=1[C:9]1[N:13]=[C:12]([C:14]2[CH:15]=[CH:16][C:17]([O:22][CH:23]([CH3:25])[CH3:24])=[C:18]([CH:21]=2)[C:19]#[N:20])[O:11][N:10]=1.C(=O)([O-])[O-].[K+].[K+].[Br:32][CH2:33][CH2:34][CH2:35][CH2:36]Br.C(OCC)(=O)C. Product: [Br:32][CH2:33][CH2:34][CH2:35][CH2:36][O:8][C:6]1[CH:5]=[CH:4][C:3]([C:9]2[N:13]=[C:12]([C:14]3[CH:15]=[CH:16][C:17]([O:22][CH:23]([CH3:25])[CH3:24])=[C:18]([CH:21]=3)[C:19]#[N:20])[O:11][N:10]=2)=[C:2]([Cl:1])[CH:7]=1. The catalyst class is: 9. (3) Reactant: [C:1]([O-:4])(=[O:3])C.[O:5]=[C:6]1[C@@H:9]([NH3+:10])[CH2:8][NH:7]1.[CH3:11]CN(C(C)C)C(C)C.[N:20]1([C:26]([C:28]2[CH:33]=[CH:32][C:31](C3C=CN(C([O-])=O)C(=O)C=3C)=[CH:30][CH:29]=2)=[O:27])[CH2:25][CH2:24][CH2:23][CH2:22][CH2:21]1. Product: [N:20]1([C:26]([C:28]2[CH:33]=[CH:32][C:31]([O:4][C:1](=[O:3])[N:10]([CH3:11])[C@H:9]3[CH2:8][NH:7][C:6]3=[O:5])=[CH:30][CH:29]=2)=[O:27])[CH2:21][CH2:22][CH2:23][CH2:24][CH2:25]1. The catalyst class is: 2. (4) Reactant: C(OC(=O)[NH:7][C:8]1([C:14](=[O:37])[NH:15][C@H:16]([C:35]#[N:36])[CH2:17][C:18]2[CH:23]=[CH:22][C:21]([C:24]3[CH:34]=[CH:33][C:27]4[CH2:28][S:29](=[O:32])(=[O:31])[CH2:30][C:26]=4[CH:25]=3)=[CH:20][CH:19]=2)[CH2:13][CH2:12][O:11][CH2:10][CH2:9]1)(C)(C)C.C(O)=O. Product: [NH2:7][C:8]1([C:14]([NH:15][C@H:16]([C:35]#[N:36])[CH2:17][C:18]2[CH:19]=[CH:20][C:21]([C:24]3[CH:34]=[CH:33][C:27]4[CH2:28][S:29](=[O:32])(=[O:31])[CH2:30][C:26]=4[CH:25]=3)=[CH:22][CH:23]=2)=[O:37])[CH2:13][CH2:12][O:11][CH2:10][CH2:9]1. The catalyst class is: 5.